Task: Regression. Given a peptide amino acid sequence and an MHC pseudo amino acid sequence, predict their binding affinity value. This is MHC class I binding data.. Dataset: Peptide-MHC class I binding affinity with 185,985 pairs from IEDB/IMGT (1) The peptide sequence is MFTNRSGSQ. The MHC is HLA-A66:01 with pseudo-sequence HLA-A66:01. The binding affinity (normalized) is 0. (2) The peptide sequence is KLADYLLLQ. The MHC is HLA-A25:01 with pseudo-sequence HLA-A25:01. The binding affinity (normalized) is 0.0847. (3) The peptide sequence is ILGGGLLVGLLPAV. The MHC is HLA-A02:02 with pseudo-sequence HLA-A02:02. The binding affinity (normalized) is 0.616. (4) The peptide sequence is YHFDPVHHL. The MHC is HLA-A26:01 with pseudo-sequence HLA-A26:01. The binding affinity (normalized) is 0.0847. (5) The peptide sequence is TITEKTFKD. The MHC is HLA-A11:01 with pseudo-sequence HLA-A11:01. The binding affinity (normalized) is 0.0292. (6) The peptide sequence is KVMVICYAY. The MHC is HLA-A03:01 with pseudo-sequence HLA-A03:01. The binding affinity (normalized) is 0.224. (7) The peptide sequence is ILLAELEQL. The MHC is HLA-A02:06 with pseudo-sequence HLA-A02:06. The binding affinity (normalized) is 0.814. (8) The peptide sequence is KMKELSPRW. The MHC is HLA-A03:01 with pseudo-sequence HLA-A03:01. The binding affinity (normalized) is 0.200.